From a dataset of Peptide-MHC class I binding affinity with 185,985 pairs from IEDB/IMGT. Regression. Given a peptide amino acid sequence and an MHC pseudo amino acid sequence, predict their binding affinity value. This is MHC class I binding data. (1) The peptide sequence is FIDILLFVI. The MHC is HLA-A02:01 with pseudo-sequence HLA-A02:01. The binding affinity (normalized) is 0.753. (2) The peptide sequence is PIRVCLLPR. The MHC is HLA-A31:01 with pseudo-sequence HLA-A31:01. The binding affinity (normalized) is 0.631.